Task: Predict the product of the given reaction.. Dataset: Forward reaction prediction with 1.9M reactions from USPTO patents (1976-2016) (1) The product is: [O:20]=[C:19]1[C:9]2[S:8][CH2:7][C:6]3([CH2:22][CH2:23][CH:3]([NH:2][C:25](=[O:26])[O:27][C:28]4[CH:33]=[CH:32][CH:31]=[C:30]([C:34]([F:35])([F:37])[F:36])[CH:29]=4)[CH2:4][CH2:5]3)[O:11][C:10]=2[C:12]2[C:17](=[CH:16][CH:15]=[CH:14][CH:13]=2)[C:18]1=[O:21]. Given the reactants Cl.[NH2:2][CH:3]1[CH2:23][CH2:22][C:6]2([O:11][C:10]3[C:12]4[C:17]([C:18](=[O:21])[C:19](=[O:20])[C:9]=3[S:8][CH2:7]2)=[CH:16][CH:15]=[CH:14][CH:13]=4)[CH2:5][CH2:4]1.Cl[C:25]([O:27][C:28]1[CH:33]=[CH:32][CH:31]=[C:30]([C:34]([F:37])([F:36])[F:35])[CH:29]=1)=[O:26].Cl, predict the reaction product. (2) Given the reactants [Zn:1].Cl.C[Si](Cl)(C)C.BrCCBr.[I:12][CH:13]1[CH2:16][N:15]([C:17]([O:19][C:20]([CH3:23])([CH3:22])[CH3:21])=[O:18])[CH2:14]1, predict the reaction product. The product is: [I-:12].[C:20]([O:19][C:17]([N:15]1[CH2:16][CH:13]([Zn+:1])[CH2:14]1)=[O:18])([CH3:23])([CH3:22])[CH3:21]. (3) Given the reactants [CH3:1][CH2:2]/[CH:3]=[CH:4]\[CH2:5][CH2:6][C@@H:7]([OH:21])[CH2:8]/[CH:9]=[CH:10]\[CH2:11][CH2:12][CH2:13][CH2:14][CH2:15][CH2:16][CH2:17][C:18]([OH:20])=[O:19].[CH3:22][CH2:23]/[CH:24]=[CH:25]\[CH2:26][CH2:27][CH:28]([OH:44])[CH2:29]/[CH:30]=[CH:31]\[CH2:32][CH2:33][CH2:34][CH2:35][CH2:36][CH2:37][CH2:38][CH2:39][CH2:40][C:41]([OH:43])=[O:42], predict the reaction product. The product is: [C:18]([OH:20])(=[O:19])[CH2:17][CH2:16][CH2:15][CH2:14][CH2:13][CH2:12][CH2:11]/[CH:10]=[CH:9]\[CH2:8][C@@H:7]([CH2:6][CH2:5][CH2:4][CH2:3][CH2:2][CH3:1])[OH:21].[CH3:22][CH2:23][CH2:24][CH2:25][CH2:26][CH2:27][C@@H:28]([OH:44])[CH2:29]/[CH:30]=[CH:31]\[CH2:32][CH2:33][CH2:34][CH2:35][CH2:36][CH2:37][CH2:38][CH2:39][CH2:40][C:41]([OH:43])=[O:42]. (4) The product is: [F:1][C:2]1[CH:3]=[C:4]([CH:5]=[O:6])[CH:7]=[C:8]([N+:11]([O-:13])=[O:12])[C:9]=1[O:10][CH:24]([CH3:25])[C:23]([O:22][CH3:21])=[O:27]. Given the reactants [F:1][C:2]1[CH:3]=[C:4]([CH:7]=[C:8]([N+:11]([O-:13])=[O:12])[C:9]=1[OH:10])[CH:5]=[O:6].C1(O)C=CC=CC=1.[CH3:21][O:22][C:23](=[O:27])[CH:24](Br)[CH3:25], predict the reaction product. (5) Given the reactants [CH2:1]([NH:3][CH2:4][C:5]([CH3:16])([C:7]1[CH:12]=[CH:11][C:10]([N+:13]([O-:15])=[O:14])=[CH:9][CH:8]=1)[CH3:6])[CH3:2].[CH2:17](I)[CH3:18].C(=O)([O-])[O-].[K+].[K+], predict the reaction product. The product is: [CH2:1]([N:3]([CH2:17][CH3:18])[CH2:4][C:5]([CH3:6])([C:7]1[CH:12]=[CH:11][C:10]([N+:13]([O-:15])=[O:14])=[CH:9][CH:8]=1)[CH3:16])[CH3:2].